Task: Predict which catalyst facilitates the given reaction.. Dataset: Catalyst prediction with 721,799 reactions and 888 catalyst types from USPTO (1) Reactant: C(OC([N:8]1[CH2:20][CH:19]2[CH:11]([C:12](=[O:29])[C:13]3[C:18]2=[CH:17][C:16]([C:21]2[CH:26]=[CH:25][C:24]([Cl:27])=[CH:23][C:22]=2[Cl:28])=[CH:15][CH:14]=3)[CH2:10][CH2:9]1)=O)(C)(C)C.FC(F)(F)C(O)=O. Product: [Cl:28][C:22]1[CH:23]=[C:24]([Cl:27])[CH:25]=[CH:26][C:21]=1[C:16]1[CH:17]=[C:18]2[C:13](=[CH:14][CH:15]=1)[C:12](=[O:29])[C@H:11]1[C@@H:19]2[CH2:20][NH:8][CH2:9][CH2:10]1. The catalyst class is: 2. (2) Reactant: [C:1]([O:5][C:6](=[O:26])[N:7]([CH3:25])[C@H:8]1[CH2:13][CH2:12][C@H:11]([C:14]#[C:15][CH2:16][CH2:17][O:18]C2CCCCO2)[CH2:10][CH2:9]1)([CH3:4])([CH3:3])[CH3:2].C1(C)C=CC(S([O-])(=O)=O)=CC=1. Product: [C:1]([O:5][C:6](=[O:26])[N:7]([C@H:8]1[CH2:9][CH2:10][C@H:11]([C:14]#[C:15][CH2:16][CH2:17][OH:18])[CH2:12][CH2:13]1)[CH3:25])([CH3:2])([CH3:4])[CH3:3]. The catalyst class is: 5.